From a dataset of Reaction yield outcomes from USPTO patents with 853,638 reactions. Predict the reaction yield, written as a fraction of the theoretical maximum amount of product (1.0 means a 100% yield; for example, 0.34 means a 34% yield). The reactants are [CH3:1][C:2]1[CH:7]=[CH:6][CH:5]=[C:4]([CH3:8])[C:3]=1Br.C(OCC)(=O)[CH2:11][C:12]([O:14][CH2:15][CH3:16])=[O:13].P(C(C)(C)C)(C(C)(C)C)C(C)(C)C.[H+].[B-](F)(F)(F)F.C([O-])([O-])=O.[K+].[K+]. The catalyst is C1C=CC(/C=C/C(/C=C/C2C=CC=CC=2)=O)=CC=1.C1C=CC(/C=C/C(/C=C/C2C=CC=CC=2)=O)=CC=1.[Pd]. The product is [CH3:1][C:2]1[CH:7]=[CH:6][CH:5]=[C:4]([CH3:8])[C:3]=1[CH2:11][C:12]([O:14][CH2:15][CH3:16])=[O:13]. The yield is 0.810.